From a dataset of Full USPTO retrosynthesis dataset with 1.9M reactions from patents (1976-2016). Predict the reactants needed to synthesize the given product. (1) The reactants are: [F:1][C:2]1[CH:3]=[C:4]([C:8]2[O:12][N:11]=[CH:10][C:9]=2[C:13]([OH:15])=O)[CH:5]=[CH:6][CH:7]=1.[C:16]1([CH:22]2[CH2:26][CH2:25][NH:24][CH2:23]2)[CH:21]=[CH:20][CH:19]=[CH:18][CH:17]=1.F[B-](F)(F)F.N1(OC(N(C)C)=[N+](C)C)C2C=CC=CC=2N=N1.C(N(C(C)C)CC)(C)C. Given the product [F:1][C:2]1[CH:3]=[C:4]([C:8]2[O:12][N:11]=[CH:10][C:9]=2[C:13]([N:24]2[CH2:25][CH2:26][CH:22]([C:16]3[CH:21]=[CH:20][CH:19]=[CH:18][CH:17]=3)[CH2:23]2)=[O:15])[CH:5]=[CH:6][CH:7]=1, predict the reactants needed to synthesize it. (2) Given the product [F:18][C:17]([F:20])([F:19])[C:2]1([OH:1])[CH2:7][CH2:6][CH2:5][N:4]([C:8]([O:10][C:11]([CH3:14])([CH3:13])[CH3:12])=[O:9])[CH2:3]1, predict the reactants needed to synthesize it. The reactants are: [O:1]=[C:2]1[CH2:7][CH2:6][CH2:5][N:4]([C:8]([O:10][C:11]([CH3:14])([CH3:13])[CH3:12])=[O:9])[CH2:3]1.C[Si](C)(C)[C:17]([F:20])([F:19])[F:18].[F-].C([N+](CCCC)(CCCC)CCCC)CCC.[Cl-].[NH4+]. (3) Given the product [Cl:11][C:12]1[CH:18]=[CH:17][C:15]([NH:16][C:8]([C:5]2[CH:4]=[CH:3][C:2]([Br:1])=[CH:7][N:6]=2)=[O:9])=[CH:14][CH:13]=1, predict the reactants needed to synthesize it. The reactants are: [Br:1][C:2]1[CH:3]=[CH:4][C:5]([C:8](Cl)=[O:9])=[N:6][CH:7]=1.[Cl:11][C:12]1[CH:18]=[CH:17][C:15]([NH2:16])=[CH:14][CH:13]=1.N1C=CC=CC=1.Cl. (4) Given the product [CH2:1]([O:3][C:4]([C:6]1[CH:7]=[CH:8][C:9]([C:12]2[CH:17]=[C:16]([NH:18][C:30](=[O:31])[C:29]3[CH:28]=[CH:27][C:26]([N:20]4[CH2:25][CH2:24][O:23][CH2:22][CH2:21]4)=[CH:34][CH:33]=3)[CH:15]=[CH:14][C:13]=2[CH3:19])=[CH:10][CH:11]=1)=[O:5])[CH3:2], predict the reactants needed to synthesize it. The reactants are: [CH2:1]([O:3][C:4]([C:6]1[CH:11]=[CH:10][C:9]([C:12]2[CH:17]=[C:16]([NH2:18])[CH:15]=[CH:14][C:13]=2[CH3:19])=[CH:8][CH:7]=1)=[O:5])[CH3:2].[N:20]1([C:26]2[CH:34]=[CH:33][C:29]([C:30](O)=[O:31])=[CH:28][CH:27]=2)[CH2:25][CH2:24][O:23][CH2:22][CH2:21]1.CN1CCOCC1.ON1C2C=CC=CC=2N=N1.Cl.CN(CCCN=C=N)C. (5) Given the product [Cl:8][C:9]1[CH:14]=[CH:13][C:12]([C:15]2[CH:16]=[CH:17][C:18]([C:21]#[C:22][C:23]3[CH:24]=[CH:25][C:26]([O:30][CH2:31][CH2:32][N:33]4[CH2:34][CH2:35][CH2:36][CH2:37]4)=[C:27]([NH:29][C:1](=[O:3])[CH3:2])[CH:28]=3)=[N:19][CH:20]=2)=[CH:11][CH:10]=1, predict the reactants needed to synthesize it. The reactants are: [C:1](OC(=O)C)(=[O:3])[CH3:2].[Cl:8][C:9]1[CH:14]=[CH:13][C:12]([C:15]2[CH:16]=[CH:17][C:18]([C:21]#[C:22][C:23]3[CH:24]=[CH:25][C:26]([O:30][CH2:31][CH2:32][N:33]4[CH2:37][CH2:36][CH2:35][CH2:34]4)=[C:27]([NH2:29])[CH:28]=3)=[N:19][CH:20]=2)=[CH:11][CH:10]=1. (6) The reactants are: [Cl:1][C:2]1[CH:3]=[CH:4][C:5]2[N:11]3[C:12]([C:15]([F:18])([F:17])[CH3:16])=[N:13][N:14]=[C:10]3[C@@H:9]([CH2:19][C:20]([O:22][CH2:23][CH3:24])=[O:21])[O:8][C@H:7]([C:25]3[CH:30]=[CH:29][CH:28]=[C:27]([O:31][CH3:32])[C:26]=3[Cl:33])[C:6]=2[CH:34]=1.CCCCCC. Given the product [Cl:1][C:2]1[CH:3]=[CH:4][C:5]2[N:11]3[C:12]([C:15]([F:18])([F:17])[CH3:16])=[N:13][N:14]=[C:10]3[C@@H:9]([CH2:19][C:20]([O:22][CH2:23][CH3:24])=[O:21])[O:8][C@H:7]([C:25]3[CH:30]=[CH:29][CH:28]=[C:27]([O:31][CH3:32])[C:26]=3[Cl:33])[C:6]=2[CH:34]=1.[Cl:1][C:2]1[CH:3]=[CH:4][C:5]2[N:11]3[C:12]([C:15]([F:18])([F:17])[CH3:16])=[N:13][N:14]=[C:10]3[C@H:9]([CH2:19][C:20]([O:22][CH2:23][CH3:24])=[O:21])[O:8][C@@H:7]([C:25]3[CH:30]=[CH:29][CH:28]=[C:27]([O:31][CH3:32])[C:26]=3[Cl:33])[C:6]=2[CH:34]=1, predict the reactants needed to synthesize it.